Dataset: Reaction yield outcomes from USPTO patents with 853,638 reactions. Task: Predict the reaction yield, written as a fraction of the theoretical maximum amount of product (1.0 means a 100% yield; for example, 0.34 means a 34% yield). The reactants are [NH2:1][C:2]1[N:3]=[CH:4][C:5]([O:8][C:9]2[C:10]3[C:14]([CH:15]=[C:16]([C:18]([O:20][CH2:21][CH3:22])=[O:19])[CH:17]=2)=[N:13][N:12]([CH2:23][CH3:24])[CH:11]=3)=[N:6][CH:7]=1.N1C=CC=CC=1.[CH3:31][S:32](Cl)(=[O:34])=[O:33].CO. The catalyst is ClCCl. The product is [CH2:23]([N:12]1[CH:11]=[C:10]2[C:14]([CH:15]=[C:16]([C:18]([O:20][CH2:21][CH3:22])=[O:19])[CH:17]=[C:9]2[O:8][C:5]2[CH:4]=[N:3][C:2]([NH:1][S:32]([CH3:31])(=[O:34])=[O:33])=[CH:7][N:6]=2)=[N:13]1)[CH3:24]. The yield is 0.520.